The task is: Regression. Given a peptide amino acid sequence and an MHC pseudo amino acid sequence, predict their binding affinity value. This is MHC class I binding data.. This data is from Peptide-MHC class I binding affinity with 185,985 pairs from IEDB/IMGT. (1) The peptide sequence is SVFSRPLPL. The MHC is BoLA-AW10 with pseudo-sequence BoLA-AW10. The binding affinity (normalized) is 0.0641. (2) The peptide sequence is MDYLILKNL. The MHC is HLA-B40:02 with pseudo-sequence HLA-B40:02. The binding affinity (normalized) is 0.730. (3) The peptide sequence is NALEKALRW. The MHC is HLA-A02:01 with pseudo-sequence HLA-A02:01. The binding affinity (normalized) is 0.0847. (4) The peptide sequence is QLLDVKLAL. The MHC is HLA-A02:01 with pseudo-sequence HLA-A02:01. The binding affinity (normalized) is 1.00.